Dataset: Forward reaction prediction with 1.9M reactions from USPTO patents (1976-2016). Task: Predict the product of the given reaction. Given the reactants [C:1]([C:4]1[CH:5]([C:20]2[CH:25]=[CH:24][C:23]([Cl:26])=[CH:22][CH:21]=2)[N:6]([C:11]2[CH:12]=[C:13]([Cl:19])[C:14](=[O:18])[N:15]([CH3:17])[CH:16]=2)[C:7](=[O:10])[C:8]=1O)(=O)[CH3:2].Cl.[CH:28]([NH:31][NH2:32])([CH3:30])[CH3:29], predict the reaction product. The product is: [Cl:19][C:13]1[C:14](=[O:18])[N:15]([CH3:17])[CH:16]=[C:11]([N:6]2[CH:5]([C:20]3[CH:21]=[CH:22][C:23]([Cl:26])=[CH:24][CH:25]=3)[C:4]3[C:1]([CH3:2])=[N:32][N:31]([CH:28]([CH3:30])[CH3:29])[C:8]=3[C:7]2=[O:10])[CH:12]=1.